Dataset: Catalyst prediction with 721,799 reactions and 888 catalyst types from USPTO. Task: Predict which catalyst facilitates the given reaction. (1) Reactant: [C:1]([O:5][C:6]([NH:8][C@H:9]([C:11]([OH:13])=O)[CH3:10])=[O:7])([CH3:4])([CH3:3])[CH3:2].[NH2:14][C:15]1[CH:20]=[CH:19][C:18]([Br:21])=[CH:17][N:16]=1.O. Product: [C:1]([O:5][C:6]([NH:8][C@H:9]([C:11]([NH:14][C:15]1[CH:20]=[CH:19][C:18]([Br:21])=[CH:17][N:16]=1)=[O:13])[CH3:10])=[O:7])([CH3:2])([CH3:3])[CH3:4]. The catalyst class is: 537. (2) Reactant: [N:1]1([C@:4]23[CH2:40][CH2:39][C@@H:38]([C:41]([CH3:43])=[CH2:42])[C@@H:5]2[C@@H:6]2[C@@:19]([CH3:22])([CH2:20][CH2:21]3)[C@@:18]3([CH3:23])[C@@H:9]([C@:10]4([CH3:37])[C@@H:15]([CH2:16][CH2:17]3)[C:14]([CH3:25])([CH3:24])[C:13]([C:26]3[CH2:31][CH2:30][CH:29]([C:32]([O:34][CH2:35][CH3:36])=[O:33])[CH2:28][CH:27]=3)=[CH:12][CH2:11]4)[CH2:8][CH2:7]2)[CH2:3][CH2:2]1.CCN(C(C)C)C(C)C.[CH3:53][S:54]([CH:57]1[CH2:62][CH2:61][NH:60][CH2:59][CH2:58]1)(=[O:56])=[O:55]. Product: [CH3:22][C@:19]12[C@@:18]3([CH3:23])[C@@H:9]([C@:10]4([CH3:37])[C@@H:15]([CH2:16][CH2:17]3)[C:14]([CH3:24])([CH3:25])[C:13]([C:26]3[CH2:31][CH2:30][CH:29]([C:32]([O:34][CH2:35][CH3:36])=[O:33])[CH2:28][CH:27]=3)=[CH:12][CH2:11]4)[CH2:8][CH2:7][C@@H:6]1[C@H:5]1[C@H:38]([C:41]([CH3:43])=[CH2:42])[CH2:39][CH2:40][C@:4]1([NH:1][CH2:2][CH2:3][N:60]1[CH2:61][CH2:62][CH:57]([S:54]([CH3:53])(=[O:56])=[O:55])[CH2:58][CH2:59]1)[CH2:21][CH2:20]2. The catalyst class is: 12. (3) Reactant: [CH3:1][S:2]([C:5]1[CH:15]=[C:14]([N:16]2[C@H:20]([CH3:21])[CH2:19][CH2:18][S:17]2(=[O:23])=[O:22])[CH:13]=[CH:12][C:6]=1[C:7](OCC)=[O:8])(=[O:4])=[O:3].[OH-].[Na+].Cl.Cl.[CH:28]1([C:31]2[CH:32]=[C:33]([CH3:43])[C:34]([N:37]3[CH2:42][CH2:41][NH:40][CH2:39][CH2:38]3)=[N:35][CH:36]=2)[CH2:30][CH2:29]1.CN1CCOCC1.O.[Cl-].COC1N=C(OC)N=C([N+]2(C)CCOCC2)N=1. Product: [CH:28]1([C:31]2[CH:32]=[C:33]([CH3:43])[C:34]([N:37]3[CH2:38][CH2:39][N:40]([C:7]([C:6]4[CH:12]=[CH:13][C:14]([N:16]5[C@H:20]([CH3:21])[CH2:19][CH2:18][S:17]5(=[O:23])=[O:22])=[CH:15][C:5]=4[S:2]([CH3:1])(=[O:3])=[O:4])=[O:8])[CH2:41][CH2:42]3)=[N:35][CH:36]=2)[CH2:30][CH2:29]1. The catalyst class is: 40. (4) Product: [Cl:36][C:7]1[C:6]2[C:10](=[C:11]([CH3:13])[CH:12]=[C:4]([O:3][CH:2]([F:1])[F:28])[C:5]=2[C:14]([C:17]2[NH:21][C:20]3[CH:22]=[CH:23][C:24]([C:26]#[N:27])=[CH:25][C:19]=3[N:18]=2)([OH:16])[CH3:15])[NH:9][CH:8]=1. Reactant: [F:1][CH:2]([F:28])[O:3][C:4]1[C:5]([C:14]([C:17]2[NH:21][C:20]3[CH:22]=[CH:23][C:24]([C:26]#[N:27])=[CH:25][C:19]=3[N:18]=2)([OH:16])[CH3:15])=[C:6]2[C:10](=[C:11]([CH3:13])[CH:12]=1)[NH:9][CH:8]=[CH:7]2.C1C(=O)N([Cl:36])C(=O)C1. The catalyst class is: 3.